The task is: Predict the product of the given reaction.. This data is from Forward reaction prediction with 1.9M reactions from USPTO patents (1976-2016). (1) Given the reactants [CH2:1]([O:8][CH:9]1[CH2:14][CH2:13][CH:12]([O:15][C:16]2[N:17]=[N:18][C:19](Br)=[CH:20][CH:21]=2)[CH2:11][CH2:10]1)[C:2]1[CH:7]=[CH:6][CH:5]=[CH:4][CH:3]=1.[CH3:23][S:24]([N:27]1[CH2:32][CH2:31][NH:30][CH2:29][CH2:28]1)(=[O:26])=[O:25].CC(C1C=C(C(C)C)C(C2C=CC=CC=2P(C2CCCCC2)C2CCCCC2)=C(C(C)C)C=1)C.C([O-])([O-])=O.[Cs+].[Cs+].[O-]S([O-])(=O)=O.[Mg+2], predict the reaction product. The product is: [CH2:1]([O:8][CH:9]1[CH2:14][CH2:13][CH:12]([O:15][C:16]2[N:17]=[N:18][C:19]([N:30]3[CH2:31][CH2:32][N:27]([S:24]([CH3:23])(=[O:26])=[O:25])[CH2:28][CH2:29]3)=[CH:20][CH:21]=2)[CH2:11][CH2:10]1)[C:2]1[CH:7]=[CH:6][CH:5]=[CH:4][CH:3]=1. (2) Given the reactants [CH3:1][CH:2]([O:4][C:5]1[CH:6]=[C:7]([CH:19]=[CH:20][C:21]=1[N+:22]([O-])=O)[O:8][C:9]1[CH:14]=[CH:13][C:12]([S:15]([CH3:18])(=[O:17])=[O:16])=[CH:11][N:10]=1)[CH3:3].[Cl-].[Ca+2].[Cl-].C(O)C, predict the reaction product. The product is: [CH3:3][CH:2]([O:4][C:5]1[CH:6]=[C:7]([O:8][C:9]2[CH:14]=[CH:13][C:12]([S:15]([CH3:18])(=[O:16])=[O:17])=[CH:11][N:10]=2)[CH:19]=[CH:20][C:21]=1[NH2:22])[CH3:1].